This data is from Full USPTO retrosynthesis dataset with 1.9M reactions from patents (1976-2016). The task is: Predict the reactants needed to synthesize the given product. (1) Given the product [CH2:21]([O:20][CH2:19][CH2:18][C:14]1[C:13]([OH:12])=[N:9][CH:8]=[N:10][C:15]=1[CH3:16])[C:22]1[CH:27]=[CH:26][CH:25]=[CH:24][CH:23]=1, predict the reactants needed to synthesize it. The reactants are: C[O-].[Na+].C(O)(=O)C.[CH:8]([NH2:10])=[NH:9].C[O:12][C:13](=O)[CH:14]([CH2:18][CH2:19][O:20][CH2:21][C:22]1[CH:27]=[CH:26][CH:25]=[CH:24][CH:23]=1)[C:15](=O)[CH3:16].C(O)(=O)C. (2) Given the product [C:43]([O:13][C:12]([C:9]1[CH:10]=[C:11]2[C:6](=[CH:7][CH:8]=1)[N:5]=[C:4]([O:28][CH3:29])[C:3]([CH2:30][C:31]1[CH:32]=[CH:33][C:34]([C:37]([F:40])([F:38])[F:39])=[CH:35][CH:36]=1)=[C:2]2[Cl:1])([C:20]1[C:21]([CH3:27])=[N:22][C:23]([CH3:26])=[CH:24][CH:25]=1)[C:14]1[N:18]([CH3:19])[N:17]=[N:16][CH:15]=1)(=[O:45])[CH3:44], predict the reactants needed to synthesize it. The reactants are: [Cl:1][C:2]1[C:11]2[C:6](=[CH:7][CH:8]=[C:9]([C:12]([C:20]3[C:21]([CH3:27])=[N:22][C:23]([CH3:26])=[CH:24][CH:25]=3)([C:14]3[N:18]([CH3:19])[N:17]=[N:16][CH:15]=3)[OH:13])[CH:10]=2)[N:5]=[C:4]([O:28][CH3:29])[C:3]=1[CH2:30][C:31]1[CH:36]=[CH:35][C:34]([C:37]([F:40])([F:39])[F:38])=[CH:33][CH:32]=1.[H-].[Na+].[C:43](OC(=O)C)(=[O:45])[CH3:44]. (3) Given the product [F:30][C:28]1[CH:29]=[C:24]([CH:25]=[C:26]([C:2]2[CH:3]=[CH:4][C:5]3[NH:11][C:10](=[O:12])[CH2:9][O:8][C:7]([CH:18]([CH3:20])[CH3:19])([C:13]4[S:14][CH:15]=[CH:16][CH:17]=4)[C:6]=3[CH:21]=2)[CH:27]=1)[C:22]#[N:23], predict the reactants needed to synthesize it. The reactants are: Br[C:2]1[CH:3]=[CH:4][C:5]2[NH:11][C:10](=[O:12])[CH2:9][O:8][C:7]([CH:18]([CH3:20])[CH3:19])([C:13]3[S:14][CH:15]=[CH:16][CH:17]=3)[C:6]=2[CH:21]=1.[C:22]([C:24]1[CH:25]=[C:26](B(O)O)[CH:27]=[C:28]([F:30])[CH:29]=1)#[N:23]. (4) Given the product [CH:1]1([NH:4][C:5]([C:7]2[N:8]=[N:9][N:10]([C:15]3[CH:16]=[CH:17][C:18]([NH:21][C:22](=[O:29])[CH2:23][C:24]([OH:26])=[O:25])=[CH:19][CH:20]=3)[C:11]=2[CH2:12][CH2:13][CH3:14])=[O:6])[CH2:2][CH2:3]1, predict the reactants needed to synthesize it. The reactants are: [CH:1]1([NH:4][C:5]([C:7]2[N:8]=[N:9][N:10]([C:15]3[CH:20]=[CH:19][C:18]([NH:21][C:22](=[O:29])[CH2:23][C:24]([O:26]CC)=[O:25])=[CH:17][CH:16]=3)[C:11]=2[CH2:12][CH2:13][CH3:14])=[O:6])[CH2:3][CH2:2]1.C(=O)([O-])[O-].[Na+].[Na+].O.